This data is from Catalyst prediction with 721,799 reactions and 888 catalyst types from USPTO. The task is: Predict which catalyst facilitates the given reaction. (1) Product: [CH2:1]([O:8][C:9]1[CH:16]=[CH:15][C:12]([C:13]2[NH:25][C:24]3=[N:23][CH:22]=[C:21]([CH:26]4[CH2:31][CH2:30][N:29]([C:32]([O:34][C:35]([CH3:37])([CH3:36])[CH3:38])=[O:33])[CH2:28][CH2:27]4)[CH:20]=[C:19]3[N:18]=2)=[CH:11][C:10]=1[Br:17])[C:2]1[CH:7]=[CH:6][CH:5]=[CH:4][CH:3]=1. Reactant: [CH2:1]([O:8][C:9]1[CH:16]=[CH:15][C:12]([CH:13]=O)=[CH:11][C:10]=1[Br:17])[C:2]1[CH:7]=[CH:6][CH:5]=[CH:4][CH:3]=1.[NH2:18][C:19]1[CH:20]=[C:21]([CH:26]2[CH2:31][CH2:30][N:29]([C:32]([O:34][C:35]([CH3:38])([CH3:37])[CH3:36])=[O:33])[CH2:28][CH2:27]2)[CH:22]=[N:23][C:24]=1[NH2:25].C(OI(C1C=CC=CC=1)OC(=O)C)(=O)C. The catalyst class is: 5. (2) Reactant: C(OC([N:8]1[CH2:13][CH2:12][CH2:11][C@H:10]([C:14]2[N:18]3[CH:19]=[C:20]([F:23])[CH:21]=[CH:22][C:17]3=[N:16][N:15]=2)[CH2:9]1)=O)(C)(C)C.C(O)(C(F)(F)F)=O. Product: [F:23][C:20]1[CH:21]=[CH:22][C:17]2[N:18]([C:14]([C@H:10]3[CH2:11][CH2:12][CH2:13][NH:8][CH2:9]3)=[N:15][N:16]=2)[CH:19]=1. The catalyst class is: 2. (3) Reactant: [N+:1]([C:4]1[CH:12]=[C:11]2[C:7]([CH:8]=[N:9][N:10]2[C:13]([C:26]2[CH:31]=[CH:30][CH:29]=[CH:28][CH:27]=2)([C:20]2[CH:25]=[CH:24][CH:23]=[CH:22][CH:21]=2)[C:14]2[CH:19]=[CH:18][CH:17]=[CH:16][CH:15]=2)=[CH:6][C:5]=1[CH2:32][C:33]([OH:35])=O)([O-:3])=[O:2].[F:36][C:37]1[CH:42]=[CH:41][C:40]([CH2:43][NH2:44])=[CH:39][CH:38]=1.CCN=C=NCCCN(C)C.Cl.C1C=CC2N(O)N=NC=2C=1. The catalyst class is: 18. Product: [F:36][C:37]1[CH:42]=[CH:41][C:40]([CH2:43][NH:44][C:33](=[O:35])[CH2:32][C:5]2[CH:6]=[C:7]3[C:11](=[CH:12][C:4]=2[N+:1]([O-:3])=[O:2])[N:10]([C:13]([C:20]2[CH:25]=[CH:24][CH:23]=[CH:22][CH:21]=2)([C:14]2[CH:19]=[CH:18][CH:17]=[CH:16][CH:15]=2)[C:26]2[CH:31]=[CH:30][CH:29]=[CH:28][CH:27]=2)[N:9]=[CH:8]3)=[CH:39][CH:38]=1. (4) Reactant: [F:1][C:2]1[CH:3]=[C:4]2[C:9](=[CH:10][CH:11]=1)[N:8]([C@H:12]([CH3:31])[C:13]([N:15]1[CH2:20][CH2:19][N:18]([C:21]3[CH:26]=[CH:25][C:24]([S:27]([NH2:30])(=[O:29])=[O:28])=[CH:23][CH:22]=3)[CH2:17][CH2:16]1)=[O:14])[CH2:7][CH2:6][CH2:5]2.C(N(CC)CC)C.Cl[C:40]([O:42][CH3:43])=[O:41].C(#N)C. Product: [F:1][C:2]1[CH:3]=[C:4]2[C:9](=[CH:10][CH:11]=1)[N:8]([C@H:12]([CH3:31])[C:13]([N:15]1[CH2:16][CH2:17][N:18]([C:21]3[CH:26]=[CH:25][C:24]([S:27]([NH:30][C:40](=[O:41])[O:42][CH3:43])(=[O:28])=[O:29])=[CH:23][CH:22]=3)[CH2:19][CH2:20]1)=[O:14])[CH2:7][CH2:6][CH2:5]2. The catalyst class is: 6. (5) Reactant: C(OC(=O)[NH:7][CH2:8][C@H:9]([C:11]#[N:12])[CH3:10])(C)(C)C.[F:14][C:15]([F:20])([F:19])[C:16]([OH:18])=[O:17]. Product: [F:14][C:15]([F:20])([F:19])[C:16]([OH:18])=[O:17].[NH2:12][CH2:11][C@@H:9]([CH3:10])[C:8]#[N:7]. The catalyst class is: 4.